Predict the reactants needed to synthesize the given product. From a dataset of Full USPTO retrosynthesis dataset with 1.9M reactions from patents (1976-2016). (1) The reactants are: [Si:1]([O:8][CH2:9][CH2:10][O:11][C:12]1[CH:13]=[CH:14][C:15]([CH:27]=O)=[N:16][C:17]=1[C:18]1[CH:23]=[CH:22][C:21]([S:24]([CH3:26])=[O:25])=[CH:20][CH:19]=1)([C:4]([CH3:7])([CH3:6])[CH3:5])([CH3:3])[CH3:2].[NH2:29][C:30]1[CH:38]=[C:37]([O:39][CH3:40])[CH:36]=[C:35]([O:41][CH3:42])[C:31]=1[C:32]([NH2:34])=[O:33].OS([O-])=O.[Na+].O.C1(C)C=CC(S(O)(=O)=O)=CC=1. Given the product [Si:1]([O:8][CH2:9][CH2:10][O:11][C:12]1[CH:13]=[CH:14][C:15]([C:27]2[NH:34][C:32](=[O:33])[C:31]3[C:30](=[CH:38][C:37]([O:39][CH3:40])=[CH:36][C:35]=3[O:41][CH3:42])[N:29]=2)=[N:16][C:17]=1[C:18]1[CH:23]=[CH:22][C:21]([S:24]([CH3:26])=[O:25])=[CH:20][CH:19]=1)([C:4]([CH3:7])([CH3:6])[CH3:5])([CH3:3])[CH3:2], predict the reactants needed to synthesize it. (2) Given the product [Br:1][C:2]1[C:3]([C@@H:10]([NH:20][C:21](=[O:39])[CH2:22][N:23]2[C:31]3[C:30]([F:33])([F:32])[CH2:29][CH2:28][C:27]([F:34])([F:35])[C:26]=3[C:25]([CH:36]([F:37])[F:38])=[N:24]2)[CH2:11][C:12]2[CH:13]=[C:14]([F:19])[CH:15]=[C:16]([F:18])[CH:17]=2)=[N:4][C:5]([NH:8][CH2:9][CH2:44][N:43]2[CH2:42][CH2:51][NH:61][C:62]2=[O:80])=[N:6][CH:7]=1, predict the reactants needed to synthesize it. The reactants are: [Br:1][C:2]1[C:3]([C@@H:10]([NH:20][C:21](=[O:39])[CH2:22][N:23]2[C:31]3[C:30]([F:33])([F:32])[CH2:29][CH2:28][C:27]([F:35])([F:34])[C:26]=3[C:25]([CH:36]([F:38])[F:37])=[N:24]2)[CH2:11][C:12]2[CH:17]=[C:16]([F:18])[CH:15]=[C:14]([F:19])[CH:13]=2)=[N:4][C:5]([NH:8][CH3:9])=[N:6][CH:7]=1.BrC1[C:42]([C@@H:51]([NH:61][C:62](=[O:80])CN2C3C(F)(F)CCC(F)(F)C=3C(C(F)F)=N2)CC2C=C(F)C=C(F)C=2)=[N:43][C:44](S(C)(=O)=O)=NC=1.NCCN1CCNC1=O. (3) Given the product [CH3:35][CH2:36][CH2:37][CH2:38][CH2:19][CH2:18][CH2:17][CH2:16][CH2:15][CH2:14][CH2:13][CH2:11][O:12][S:25]([O-:29])(=[O:27])=[O:26].[Na+:46], predict the reactants needed to synthesize it. The reactants are: CC1(C)S[C@@H]2[C@H](N[C:11]([C@H:13](N)[C:14]3[CH:15]=[CH:16][CH:17]=[CH:18][CH:19]=3)=[O:12])C(=O)N2[C@H]1C(O)=O.[S:25]([O-:29])([O-])(=[O:27])=[O:26].[Mg+2].CC(S[C@@H:35]1O[C@H](CO)[C@H:38](O)[C@H:37](O)[C@H:36]1O)C.[Na+:46].[Cl-]. (4) Given the product [Cl:17][C:16]1[C:2]([Cl:1])=[CH:3][C:4]2[NH:8][C:7]([C:9]([OH:14])([C:21]([CH3:22])=[C:20]=[CH2:19])[C:10]([F:13])([F:11])[F:12])=[N:6][C:5]=2[CH:15]=1, predict the reactants needed to synthesize it. The reactants are: [Cl:1][C:2]1[C:16]([Cl:17])=[CH:15][C:5]2[NH:6][C:7]([C:9](=[O:14])[C:10]([F:13])([F:12])[F:11])=[N:8][C:4]=2[CH:3]=1.Br[CH2:19][C:20]#[C:21][CH3:22].[In].Cl. (5) Given the product [Cl:1][C:2]1[C:11]2[C:6](=[CH:7][CH:8]=[CH:9][CH:10]=2)[CH:5]=[C:4]([CH3:3])[C:22]=1[CH:21]([OH:25])[CH2:23][OH:16], predict the reactants needed to synthesize it. The reactants are: [Cl:1][C:2]1[C:11]2[C:6](=[CH:7][CH:8]=[CH:9][CH:10]=2)[CH:5]=[C:4](C)[C:3]=1C=C.S([O-])([O-])=[O:16].[Na+].[Na+].[C:21]([OH:25])(C)([CH3:23])[CH3:22]. (6) Given the product [CH3:22][N:19]1[CH2:20][CH2:21][C:9]2[N:8]([C:3]3[CH:4]=[CH:5][CH:6]=[CH:7][C:2]=3[C:29]3[CH:30]=[CH:31][C:26]([C:25]([NH:24][CH3:23])=[O:41])=[N:27][CH:28]=3)[C:16]3[CH:15]=[CH:14][C:13]([CH3:17])=[CH:12][C:11]=3[C:10]=2[CH2:18]1, predict the reactants needed to synthesize it. The reactants are: Br[C:2]1[CH:7]=[CH:6][CH:5]=[CH:4][C:3]=1[N:8]1[C:16]2[CH:15]=[CH:14][C:13]([CH3:17])=[CH:12][C:11]=2[C:10]2[CH2:18][N:19]([CH3:22])[CH2:20][CH2:21][C:9]1=2.[CH3:23][NH:24][C:25](=[O:41])[C:26]1[CH:31]=[CH:30][C:29](B2OC(C)(C)C(C)(C)O2)=[CH:28][N:27]=1.C([O-])([O-])=O.[K+].[K+]. (7) Given the product [CH:11]1([N:8]2[C:9]3[CH:10]=[C:2]([C:34]4[CH:35]=[CH:36][C:31]([CH2:30][OH:29])=[CH:32][CH:33]=4)[CH:3]=[C:4]([C:16]([NH:18][CH2:19][C:20]4[C:21](=[O:28])[NH:22][C:23]([CH3:27])=[CH:24][C:25]=4[CH3:26])=[O:17])[C:5]=3[CH:6]=[N:7]2)[CH2:15][CH2:14][CH2:13][CH2:12]1, predict the reactants needed to synthesize it. The reactants are: Br[C:2]1[CH:3]=[C:4]([C:16]([NH:18][CH2:19][C:20]2[C:21](=[O:28])[NH:22][C:23]([CH3:27])=[CH:24][C:25]=2[CH3:26])=[O:17])[C:5]2[CH:6]=[N:7][N:8]([CH:11]3[CH2:15][CH2:14][CH2:13][CH2:12]3)[C:9]=2[CH:10]=1.[OH:29][CH2:30][C:31]1[CH:36]=[CH:35][C:34](B(O)O)=[CH:33][CH:32]=1.C([O-])([O-])=O.[Na+].[Na+].C(Cl)Cl.